From a dataset of Peptide-MHC class II binding affinity with 134,281 pairs from IEDB. Regression. Given a peptide amino acid sequence and an MHC pseudo amino acid sequence, predict their binding affinity value. This is MHC class II binding data. (1) The peptide sequence is KMYFNLIDTKAYK. The MHC is DRB1_1301 with pseudo-sequence DRB1_1301. The binding affinity (normalized) is 0.378. (2) The peptide sequence is GLKTRQEKWMTGRMG. The MHC is HLA-DQA10501-DQB10302 with pseudo-sequence HLA-DQA10501-DQB10302. The binding affinity (normalized) is 0.163. (3) The peptide sequence is PKQMLVGGVVLLGAMK. The MHC is HLA-DQA10501-DQB10303 with pseudo-sequence HLA-DQA10501-DQB10303. The binding affinity (normalized) is 0.405.